This data is from Full USPTO retrosynthesis dataset with 1.9M reactions from patents (1976-2016). The task is: Predict the reactants needed to synthesize the given product. (1) Given the product [OH:6][CH:3]([CH2:4][OH:5])[CH2:2][NH:1][C:21]([C:20]1[CH:24]=[CH:25][N:26]=[CH:27][C:19]=1[NH:18][C:16]([C:14]1[C:13]([NH:28][C:29]2[CH:30]=[N:31][CH:32]=[N:33][CH:34]=2)=[CH:12][CH:11]=[C:10]([CH:7]2[CH2:9][CH2:8]2)[N:15]=1)=[O:17])=[O:22], predict the reactants needed to synthesize it. The reactants are: [NH2:1][CH2:2][CH:3]([OH:6])[CH2:4][OH:5].[CH:7]1([C:10]2[N:15]=[C:14]([C:16]([NH:18][C:19]3[CH:27]=[N:26][CH:25]=[CH:24][C:20]=3[C:21](O)=[O:22])=[O:17])[C:13]([NH:28][C:29]3[CH:30]=[N:31][CH:32]=[N:33][CH:34]=3)=[CH:12][CH:11]=2)[CH2:9][CH2:8]1. (2) Given the product [ClH:40].[F:1][C:2]1[CH:3]=[C:4]([CH:36]=[CH:37][C:38]=1[CH3:39])[CH2:5][N:6]1[C:11]2[CH:12]=[C:13]([C:15]3[CH:20]=[CH:19][CH:18]=[CH:17][CH:16]=3)[S:14][C:10]=2[C:9](=[O:21])[N:8]([CH:22]2[CH2:23][CH2:24][NH:25][CH2:26][CH2:27]2)[C:7]1=[O:35], predict the reactants needed to synthesize it. The reactants are: [F:1][C:2]1[CH:3]=[C:4]([CH:36]=[CH:37][C:38]=1[CH3:39])[CH2:5][N:6]1[C:11]2[CH:12]=[C:13]([C:15]3[CH:20]=[CH:19][CH:18]=[CH:17][CH:16]=3)[S:14][C:10]=2[C:9](=[O:21])[N:8]([CH:22]2[CH2:27][CH2:26][N:25](C(OC(C)(C)C)=O)[CH2:24][CH2:23]2)[C:7]1=[O:35].[ClH:40].